The task is: Regression/Classification. Given a drug SMILES string, predict its absorption, distribution, metabolism, or excretion properties. Task type varies by dataset: regression for continuous measurements (e.g., permeability, clearance, half-life) or binary classification for categorical outcomes (e.g., BBB penetration, CYP inhibition). For this dataset (lipophilicity_astrazeneca), we predict Y.. This data is from Experimental lipophilicity measurements (octanol/water distribution) for 4,200 compounds from AstraZeneca. (1) The compound is O=C(NCC1CCOCC1)c1ncccc1NC(=O)c1cccc2ccccc12. The Y is 4.40 logD. (2) The compound is c1ccc(CNc2nc3ccccc3[nH]2)cc1. The Y is 2.76 logD.